Dataset: Reaction yield outcomes from USPTO patents with 853,638 reactions. Task: Predict the reaction yield, written as a fraction of the theoretical maximum amount of product (1.0 means a 100% yield; for example, 0.34 means a 34% yield). (1) The catalyst is CCOC(C)=O.C(O)C.[Pd]. The reactants are C[O:2][C:3]1[CH:12]=[C:11]2[C:6]([CH:7]=[C:8]([C:13]([O:15][CH2:16][CH3:17])=[O:14])[CH:9]=[N:10]2)=[CH:5][CH:4]=1.ClC1C2C(=CC(OC)=CC=2)N=CC=1C(OCC)=O. The yield is 0.890. The product is [OH:2][C:3]1[CH:12]=[C:11]2[C:6]([CH:7]=[C:8]([C:13]([O:15][CH2:16][CH3:17])=[O:14])[CH:9]=[N:10]2)=[CH:5][CH:4]=1. (2) The reactants are [CH3:1][N:2]([CH3:16])[S:3]([CH2:6][CH2:7][C:8]1[CH:13]=[CH:12][C:11]([NH2:14])=[C:10](Br)[CH:9]=1)(=[O:5])=[O:4].C([O-])([O-])=O.[Na+].[Na+].[CH3:23][C:24]1([CH3:39])[CH2:29][CH2:28][C:27](B2OC(C)(C)C(C)(C)O2)=[CH:26][CH2:25]1. The catalyst is C1(C)C=CC=CC=1.CCO.CCOC(C)=O.C1C=CC([P]([Pd]([P](C2C=CC=CC=2)(C2C=CC=CC=2)C2C=CC=CC=2)([P](C2C=CC=CC=2)(C2C=CC=CC=2)C2C=CC=CC=2)[P](C2C=CC=CC=2)(C2C=CC=CC=2)C2C=CC=CC=2)(C2C=CC=CC=2)C2C=CC=CC=2)=CC=1. The product is [CH3:1][N:2]([CH3:16])[S:3]([CH2:6][CH2:7][C:8]1[CH:13]=[CH:12][C:11]([NH2:14])=[C:10]([C:27]2[CH2:28][CH2:29][C:24]([CH3:39])([CH3:23])[CH2:25][CH:26]=2)[CH:9]=1)(=[O:5])=[O:4]. The yield is 0.410. (3) The reactants are [CH3:1][C:2]1[N:3](O)[C:4]([CH2:7][CH2:8][C:9]2[CH:14]=[CH:13][CH:12]=[CH:11][CH:10]=2)=[CH:5][N:6]=1.C(=O)(O)[O-].[Na+].[OH-].[Na+]. The catalyst is CO. The product is [CH3:1][C:2]1[NH:3][C:4]([CH2:7][CH2:8][C:9]2[CH:14]=[CH:13][CH:12]=[CH:11][CH:10]=2)=[CH:5][N:6]=1. The yield is 0.750. (4) The reactants are [C:1]([NH2:9])(=[O:8])[C:2]1[CH:7]=[CH:6][CH:5]=[CH:4][CH:3]=1.C([O-])([O-])=O.[K+].[K+].[C@@H]1(N)CCCC[C@H]1N.Cl[C:25]1[CH:30]=[CH:29][C:28]([CH3:31])=[CH:27][CH:26]=1. The catalyst is [Cu]I. The product is [CH3:31][C:28]1[CH:29]=[CH:30][C:25]([NH:9][C:1](=[O:8])[C:2]2[CH:7]=[CH:6][CH:5]=[CH:4][CH:3]=2)=[CH:26][CH:27]=1. The yield is 0.950. (5) The reactants are [CH2:1]([O:8][N:9]1C(=O)C2C(=CC=CC=2)C1=O)[C:2]1[CH:7]=[CH:6][CH:5]=[CH:4][CH:3]=1.O.NN. No catalyst specified. The product is [CH2:1]([O:8][NH2:9])[C:2]1[CH:7]=[CH:6][CH:5]=[CH:4][CH:3]=1. The yield is 0.640.